From a dataset of Peptide-MHC class II binding affinity with 134,281 pairs from IEDB. Regression. Given a peptide amino acid sequence and an MHC pseudo amino acid sequence, predict their binding affinity value. This is MHC class II binding data. (1) The peptide sequence is VIDVKLVDANGTLHD. The MHC is DRB1_0802 with pseudo-sequence DRB1_0802. The binding affinity (normalized) is 0.564. (2) The peptide sequence is IVALIIAIVVWTIV. The MHC is DRB4_0101 with pseudo-sequence DRB4_0103. The binding affinity (normalized) is 0.0721. (3) The peptide sequence is EKKHFAATQFEPLAA. The MHC is HLA-DPA10201-DPB11401 with pseudo-sequence HLA-DPA10201-DPB11401. The binding affinity (normalized) is 0.486. (4) The peptide sequence is LQLQPFPQPQLPY. The MHC is DRB1_1201 with pseudo-sequence DRB1_1201. The binding affinity (normalized) is 0.544. (5) The peptide sequence is SQDLELSWNLNGLRAY. The MHC is DRB1_0401 with pseudo-sequence DRB1_0401. The binding affinity (normalized) is 0.453. (6) The peptide sequence is PVGDIYKRWIILGLNKIV. The MHC is DRB1_0701 with pseudo-sequence DRB1_0701. The binding affinity (normalized) is 0.549. (7) The peptide sequence is GELQIVDKIRAAFKI. The MHC is DRB3_0101 with pseudo-sequence DRB3_0101. The binding affinity (normalized) is 0.574. (8) The peptide sequence is AAATAGTTFYGAFAA. The MHC is HLA-DQA10501-DQB10301 with pseudo-sequence HLA-DQA10501-DQB10301. The binding affinity (normalized) is 0.663.